From a dataset of Forward reaction prediction with 1.9M reactions from USPTO patents (1976-2016). Predict the product of the given reaction. (1) Given the reactants [NH2:1][C:2]1[CH:3]=[C:4]([N:9]([CH3:17])[C:10](=[O:16])[O:11][C:12]([CH3:15])([CH3:14])[CH3:13])[CH:5]=[CH:6][C:7]=1[CH3:8].[CH2:18]([N:25]([CH2:36][C:37]1[CH:42]=[CH:41][CH:40]=[CH:39][CH:38]=1)[C:26]1[C:31]([N+:32]([O-:34])=[O:33])=[C:30](Cl)[N:29]=[CH:28][N:27]=1)[C:19]1[CH:24]=[CH:23][CH:22]=[CH:21][CH:20]=1.O, predict the reaction product. The product is: [CH2:36]([N:25]([CH2:18][C:19]1[CH:24]=[CH:23][CH:22]=[CH:21][CH:20]=1)[C:26]1[N:27]=[CH:28][N:29]=[C:30]([NH:1][C:2]2[CH:3]=[C:4]([N:9]([CH3:17])[C:10](=[O:16])[O:11][C:12]([CH3:14])([CH3:13])[CH3:15])[CH:5]=[CH:6][C:7]=2[CH3:8])[C:31]=1[N+:32]([O-:34])=[O:33])[C:37]1[CH:38]=[CH:39][CH:40]=[CH:41][CH:42]=1. (2) Given the reactants CO[C:3](=[O:11])[C:4]1[CH:9]=[CH:8][C:7]([I:10])=[CH:6][CH:5]=1.[F:12][C:13]([Si](C)(C)C)([F:15])[F:14].[F-].[Cs+].Cl, predict the reaction product. The product is: [F:12][C:13]([F:15])([F:14])[C:3]([C:4]1[CH:5]=[CH:6][C:7]([I:10])=[CH:8][CH:9]=1)=[O:11]. (3) Given the reactants [OH:1][C:2]1[CH:7]=[CH:6][C:5]([CH:8]=[CH:9][C:10]2[N:11]=[C:12]([NH:15][C:16](=[O:18])[CH3:17])[S:13][CH:14]=2)=[CH:4][CH:3]=1, predict the reaction product. The product is: [OH:1][C:2]1[CH:7]=[CH:6][C:5]([CH2:8][CH2:9][C:10]2[N:11]=[C:12]([NH:15][C:16](=[O:18])[CH3:17])[S:13][CH:14]=2)=[CH:4][CH:3]=1. (4) Given the reactants [Cl:1][C:2]1[CH:3]=[C:4]([O:37][CH3:38])[C:5]2[N:11]3[C:12]([C:15]([F:18])([F:17])[F:16])=[N:13][N:14]=[C:10]3[C@H:9]([CH2:19][C:20]([O:22]C(C)C)=[O:21])[S:8][C@@H:7]([C:26]3[CH:31]=[CH:30][CH:29]=[C:28]([O:32][CH3:33])[C:27]=3[O:34][CH3:35])[C:6]=2[CH:36]=1.Cl, predict the reaction product. The product is: [Cl:1][C:2]1[CH:3]=[C:4]([O:37][CH3:38])[C:5]2[N:11]3[C:12]([C:15]([F:18])([F:17])[F:16])=[N:13][N:14]=[C:10]3[C@H:9]([CH2:19][C:20]([OH:22])=[O:21])[S:8][C@@H:7]([C:26]3[CH:31]=[CH:30][CH:29]=[C:28]([O:32][CH3:33])[C:27]=3[O:34][CH3:35])[C:6]=2[CH:36]=1. (5) Given the reactants CO[C:3]([C:5]1[CH:6]=[C:7]([CH:15]2[CH2:20][CH2:19][O:18][CH2:17][CH2:16]2)[N:8]2[C:13]=1[C:12]([Cl:14])=[CH:11][CH:10]=[CH:9]2)=[O:4].Cl.[NH2:22][CH2:23][C:24]1([OH:33])[CH2:29][CH2:28][C:27]([F:31])([F:30])[CH:26]([CH3:32])[CH2:25]1.C(N(C(C)C)C(C)C)C.N12CCN(CC1)CC2.C[Al](C)C, predict the reaction product. The product is: [Cl:14][C:12]1[C:13]2[N:8]([C:7]([CH:15]3[CH2:16][CH2:17][O:18][CH2:19][CH2:20]3)=[CH:6][C:5]=2[C:3]([NH:22][CH2:23][C:24]2([OH:33])[CH2:29][CH2:28][C:27]([F:31])([F:30])[CH:26]([CH3:32])[CH2:25]2)=[O:4])[CH:9]=[CH:10][CH:11]=1. (6) Given the reactants [C:1]([C:5]1[O:9][N:8]=[C:7]([NH:10][C:11]([NH:13][C:14]2[CH:19]=[CH:18][C:17]([CH3:20])=[C:16]([C:21]3[C:32](=[O:33])[N:31]([CH3:34])[C:24]4[N:25]=[C:26](SC)[N:27]=[CH:28][C:23]=4[CH:22]=3)[CH:15]=2)=[O:12])[CH:6]=1)([CH3:4])([CH3:3])[CH3:2].[CH3:35][NH2:36], predict the reaction product. The product is: [C:1]([C:5]1[O:9][N:8]=[C:7]([NH:10][C:11]([NH:13][C:14]2[CH:19]=[CH:18][C:17]([CH3:20])=[C:16]([C:21]3[C:32](=[O:33])[N:31]([CH3:34])[C:24]4[N:25]=[C:26]([NH:36][CH3:35])[N:27]=[CH:28][C:23]=4[CH:22]=3)[CH:15]=2)=[O:12])[CH:6]=1)([CH3:4])([CH3:3])[CH3:2]. (7) Given the reactants [S:1]1[CH:5]=[C:4]([CH:6]([NH:10][CH2:11][C:12]2[CH:17]=[CH:16][CH:15]=[CH:14][CH:13]=2)[C:7]([OH:9])=[O:8])[C:3]2[CH:18]=[CH:19][CH:20]=[CH:21][C:2]1=2.[N:22]12[CH2:29][CH2:28][CH:25]([CH2:26][CH2:27]1)[C@@H:24](O)[CH2:23]2.C1CCC(N=C=NC2CCCCC2)CC1.C1C=CC2N(O)N=NC=2C=1, predict the reaction product. The product is: [S:1]1[CH:5]=[C:4]([CH:6]([NH:10][CH2:11][C:12]2[CH:13]=[CH:14][CH:15]=[CH:16][CH:17]=2)[C:7]([O:9][C@@H:24]2[CH:25]3[CH2:28][CH2:29][N:22]([CH2:27][CH2:26]3)[CH2:23]2)=[O:8])[C:3]2[CH:18]=[CH:19][CH:20]=[CH:21][C:2]1=2. (8) Given the reactants C(O)C.[OH:4][CH2:5][CH2:6][O:7][C@@H:8]1[C@H:12]2[O:13][C:14]([CH3:17])([CH3:16])[O:15][C@H:11]2[C@H:10]([NH2:18])[CH2:9]1.[C:19]([OH:24])(=[O:23])[C:20]([OH:22])=[O:21].C(OC(=O)C)(C)C, predict the reaction product. The product is: [C:19]([O-:24])(=[O:23])[C:20]([O-:22])=[O:21].[OH:4][CH2:5][CH2:6][O:7][C@@H:8]1[C@H:12]2[O:13][C:14]([CH3:16])([CH3:17])[O:15][C@H:11]2[C@H:10]([NH3+:18])[CH2:9]1.[OH:4][CH2:5][CH2:6][O:7][C@@H:8]1[C@H:12]2[O:13][C:14]([CH3:16])([CH3:17])[O:15][C@H:11]2[C@H:10]([NH3+:18])[CH2:9]1. (9) Given the reactants [NH:1]1[CH2:8][CH2:7][CH2:6][CH:2]1[C:3]([OH:5])=[O:4].[F:9][C:10]1[CH:15]=[CH:14][C:13]([S:16](Cl)(=[O:18])=[O:17])=[CH:12][CH:11]=1.[CH:20](O)([CH3:22])[CH3:21], predict the reaction product. The product is: [CH:20]([O:4][C:3]([CH:2]1[CH2:6][CH2:7][CH2:8][N:1]1[S:16]([C:13]1[CH:14]=[CH:15][C:10]([F:9])=[CH:11][CH:12]=1)(=[O:18])=[O:17])=[O:5])([CH3:22])[CH3:21]. (10) Given the reactants [CH2:1]([N:8]1[C:14](=O)[C:13]2[CH:16]=[CH:17][N:18]=[C:19]([Cl:20])[C:12]=2[O:11][CH2:10][CH2:9]1)[C:2]1[CH:7]=[CH:6][CH:5]=[CH:4][CH:3]=1.CO, predict the reaction product. The product is: [CH2:1]([N:8]1[CH2:14][C:13]2[CH:16]=[CH:17][N:18]=[C:19]([Cl:20])[C:12]=2[O:11][CH2:10][CH2:9]1)[C:2]1[CH:7]=[CH:6][CH:5]=[CH:4][CH:3]=1.